This data is from Forward reaction prediction with 1.9M reactions from USPTO patents (1976-2016). The task is: Predict the product of the given reaction. (1) Given the reactants [CH3:1][O:2][NH:3][C:4]([C:6]1([NH:9]C(=O)OC(C)(C)C)[CH2:8][CH2:7]1)=[O:5].[H-].[Na+].FC(F)(F)S(O[CH2:25][C:26]([F:29])([F:28])[F:27])(=O)=O.[ClH:32], predict the reaction product. The product is: [ClH:32].[NH2:9][C:6]1([C:4]([N:3]([O:2][CH3:1])[CH2:25][C:26]([F:29])([F:28])[F:27])=[O:5])[CH2:7][CH2:8]1. (2) Given the reactants Br[CH2:2][C:3]1[N:8]([CH2:9][CH2:10][C:11]2[CH:20]=[CH:19][C:14]([C:15]([O:17][CH3:18])=[O:16])=[CH:13][CH:12]=2)[C:7](=[O:21])[C:6]([Cl:22])=[CH:5][C:4]=1[Cl:23].C(=O)([O-])[O-:25].[Na+].[Na+].C[N+]([O-])(C)C.C(OCC)(=O)C, predict the reaction product. The product is: [Cl:22][C:6]1[C:7](=[O:21])[N:8]([CH2:9][CH2:10][C:11]2[CH:20]=[CH:19][C:14]([C:15]([O:17][CH3:18])=[O:16])=[CH:13][CH:12]=2)[C:3]([CH:2]=[O:25])=[C:4]([Cl:23])[CH:5]=1. (3) Given the reactants Cl[C:2]1[CH:7]=[CH:6][C:5]([N+:8]([O-:10])=[O:9])=[CH:4][N:3]=1.[CH2:11]([O:18][C:19]1[CH:24]=[CH:23][C:22]([OH:25])=[CH:21][CH:20]=1)[C:12]1[CH:17]=[CH:16][CH:15]=[CH:14][CH:13]=1, predict the reaction product. The product is: [CH2:11]([O:18][C:19]1[CH:20]=[CH:21][C:22]([O:25][C:2]2[CH:7]=[CH:6][C:5]([N+:8]([O-:10])=[O:9])=[CH:4][N:3]=2)=[CH:23][CH:24]=1)[C:12]1[CH:13]=[CH:14][CH:15]=[CH:16][CH:17]=1. (4) Given the reactants [C:1]([O:7][CH3:8])(=[O:6])[CH2:2][C:3]([CH3:5])=O.[CH2:9]([NH2:16])[C:10]1[CH:15]=[CH:14][CH:13]=[CH:12][CH:11]=1.C(O)(=O)C, predict the reaction product. The product is: [CH2:9]([NH:16][CH:3]([CH3:5])[CH2:2][C:1]([O:7][CH3:8])=[O:6])[C:10]1[CH:15]=[CH:14][CH:13]=[CH:12][CH:11]=1. (5) Given the reactants [Br:1][C:2]1[CH:3]=[C:4]([NH2:9])[C:5]([CH3:8])=[N:6][CH:7]=1.[F:10][C:11]1[CH:16]=[C:15]([F:17])[CH:14]=[CH:13][C:12]=1[S:18](Cl)(=[O:20])=[O:19].O, predict the reaction product. The product is: [Br:1][C:2]1[CH:3]=[C:4]([NH:9][S:18]([C:12]2[CH:13]=[CH:14][C:15]([F:17])=[CH:16][C:11]=2[F:10])(=[O:20])=[O:19])[C:5]([CH3:8])=[N:6][CH:7]=1.